The task is: Predict the reactants needed to synthesize the given product.. This data is from Full USPTO retrosynthesis dataset with 1.9M reactions from patents (1976-2016). (1) Given the product [CH2:30]([C:11]1[CH:10]=[C:9]([OH:8])[CH:29]=[CH:28][C:12]=1[O:13][CH2:14][CH2:15][C:16]1[N:17]=[C:18]([C:22]2[CH:23]=[CH:24][CH:25]=[CH:26][CH:27]=2)[O:19][C:20]=1[CH3:21])[CH3:31], predict the reactants needed to synthesize it. The reactants are: C([O:8][C:9]1[CH:29]=[CH:28][C:12]([O:13][CH2:14][CH2:15][C:16]2[N:17]=[C:18]([C:22]3[CH:27]=[CH:26][CH:25]=[CH:24][CH:23]=3)[O:19][C:20]=2[CH3:21])=[C:11]([CH:30]=[CH2:31])[CH:10]=1)C1C=CC=CC=1.[H][H]. (2) Given the product [C:1]1([CH2:7][CH2:8][CH2:9][OH:10])[CH:6]=[CH:5][CH:4]=[CH:3][CH:2]=1, predict the reactants needed to synthesize it. The reactants are: [C:1]1([CH2:7][CH2:8][C:9](OC)=[O:10])[CH:6]=[CH:5][CH:4]=[CH:3][CH:2]=1.C[SiH](C)O[SiH](C)C.[F-].C([N+](CCCC)(CCCC)CCCC)CCC.